The task is: Predict which catalyst facilitates the given reaction.. This data is from Catalyst prediction with 721,799 reactions and 888 catalyst types from USPTO. (1) Reactant: Br[C:2]1[CH:24]=[C:23]([F:25])[CH:22]=[CH:21][C:3]=1[O:4][CH2:5][C:6]([N:8]([CH:18]([CH3:20])[CH3:19])[NH:9][C:10](=[O:17])[C:11]1[CH:16]=[CH:15][CH:14]=[CH:13][CH:12]=1)=[O:7].C([O-])([O-])=O.[Na+].[Na+].[CH3:32][O:33][C:34]1[CH:39]=[CH:38][C:37](B(O)O)=[CH:36][CH:35]=1. Product: [F:25][C:23]1[CH:22]=[CH:21][C:3]([O:4][CH2:5][C:6]([N:8]([CH:18]([CH3:20])[CH3:19])[NH:9][C:10](=[O:17])[C:11]2[CH:16]=[CH:15][CH:14]=[CH:13][CH:12]=2)=[O:7])=[C:2]([C:37]2[CH:38]=[CH:39][C:34]([O:33][CH3:32])=[CH:35][CH:36]=2)[CH:24]=1. The catalyst class is: 57. (2) Reactant: C([O:3][C:4](=O)[C:5]1[CH:10]=[C:9]([C:11]#[C:12][C:13]2[CH:18]=[CH:17][CH:16]=[CH:15][CH:14]=2)[CH:8]=[N:7][CH:6]=1)C.[H-].[Al+3].[Li+].[H-].[H-].[H-]. Product: [CH:11](/[C:9]1[CH:10]=[C:5]([CH2:4][OH:3])[CH:6]=[N:7][CH:8]=1)=[CH:12]\[C:13]1[CH:14]=[CH:15][CH:16]=[CH:17][CH:18]=1. The catalyst class is: 7. (3) Reactant: Cl.C(OC([N:9]1[CH2:12][C:11]2([CH2:21][C:20](=[O:22])[C:19]3[C:14](=[CH:15][CH:16]=[C:17](/[CH:23]=[CH:24]/[C:25]([NH:27][O:28]C4CCCCO4)=[O:26])[CH:18]=3)[O:13]2)[CH2:10]1)=O)(C)(C)C. Product: [O:22]=[C:20]1[C:19]2[C:14](=[CH:15][CH:16]=[C:17](/[CH:23]=[CH:24]/[C:25]([NH:27][OH:28])=[O:26])[CH:18]=2)[O:13][C:11]2([CH2:12][NH:9][CH2:10]2)[CH2:21]1. The catalyst class is: 258. (4) Reactant: [CH3:1][N:2]([CH3:48])[CH2:3][C:4]([N:6]1[C:14]2[C:9](=[CH:10][C:11]([O:46][CH3:47])=[C:12]([NH:15][C:16]3[N:29]4[C:20](=[N:21][C:22]5[C:27]([C:28]4=[O:30])=[C:26]([F:31])[CH:25]=[C:24]([F:32])[CH:23]=5)[C:19]4[CH:33]=[CH:34][N:35](S(C5C=CC(C)=CC=5)(=O)=O)[C:18]=4[N:17]=3)[CH:13]=2)[CH2:8][CH2:7]1)=[O:5].[F:49][C:50]1[CH:55]=[CH:54][C:53]([CH2:56][NH2:57])=[CH:52][CH:51]=1. Product: [CH3:1][N:2]([CH3:48])[CH2:3][C:4]([N:6]1[C:14]2[C:9](=[CH:10][C:11]([O:46][CH3:47])=[C:12]([NH:15][C:16]3[NH:17][C:18]4=[N:35][CH:34]=[CH:33][C:19]4=[C:20]([NH:21][C:22]4[CH:23]=[C:24]([F:32])[CH:25]=[C:26]([F:31])[C:27]=4[C:28]([NH:57][CH2:56][C:53]4[CH:54]=[CH:55][C:50]([F:49])=[CH:51][CH:52]=4)=[O:30])[N:29]=3)[CH:13]=2)[CH2:8][CH2:7]1)=[O:5]. The catalyst class is: 56. (5) Reactant: [OH-].[Na+].C[O:4][C:5](=[O:41])[CH2:6][C:7]1[CH:12]=[CH:11][C:10]([C:13]2[CH:18]=[CH:17][C:16]([C:19]([CH2:37][CH3:38])([C:22]3[CH:27]=[CH:26][C:25]([CH2:28][CH2:29][C:30]4([OH:35])[CH2:34][CH2:33][CH2:32][CH2:31]4)=[C:24]([CH3:36])[CH:23]=3)[CH2:20][CH3:21])=[CH:15][C:14]=2[CH3:39])=[CH:9][C:8]=1[F:40].[Cl-].[NH4+]. Product: [CH2:20]([C:19]([C:16]1[CH:17]=[CH:18][C:13]([C:10]2[CH:11]=[CH:12][C:7]([CH2:6][C:5]([OH:41])=[O:4])=[C:8]([F:40])[CH:9]=2)=[C:14]([CH3:39])[CH:15]=1)([C:22]1[CH:27]=[CH:26][C:25]([CH2:28][CH2:29][C:30]2([OH:35])[CH2:34][CH2:33][CH2:32][CH2:31]2)=[C:24]([CH3:36])[CH:23]=1)[CH2:37][CH3:38])[CH3:21]. The catalyst class is: 5. (6) Reactant: [Br:1][C:2]1[CH:7]=[CH:6][C:5]([OH:8])=[CH:4][C:3]=1[CH3:9].N1C=CN=C1.[C:15]([Si:19]([CH3:22])([CH3:21])Cl)([CH3:18])([CH3:17])[CH3:16].[Cl-].[NH4+]. Product: [Br:1][C:2]1[CH:7]=[CH:6][C:5]([O:8][Si:19]([C:15]([CH3:18])([CH3:17])[CH3:16])([CH3:22])[CH3:21])=[CH:4][C:3]=1[CH3:9]. The catalyst class is: 3. (7) Reactant: [NH2:1][C:2]1[CH:10]=[CH:9][CH:8]=[C:7]2[C:3]=1[C:4](=[O:20])[N:5]([CH:12]1[CH2:17][CH2:16][C:15](=[O:18])[NH:14][C:13]1=[O:19])[C:6]2=[O:11].Cl[C:22]([C:24]([O:26][CH3:27])=[O:25])=[O:23]. Product: [O:19]=[C:13]1[CH:12]([N:5]2[C:4](=[O:20])[C:3]3[C:7](=[CH:8][CH:9]=[CH:10][C:2]=3[NH:1][C:22]([C:24]([O:26][CH3:27])=[O:25])=[O:23])[C:6]2=[O:11])[CH2:17][CH2:16][C:15](=[O:18])[NH:14]1. The catalyst class is: 1. (8) Reactant: [CH:1]1([C:4]2[NH:9][C:8](=O)[C:7]([N+:11]([O-:13])=[O:12])=[CH:6][N:5]=2)[CH2:3][CH2:2]1.C(N(CC)CC)C.P(Cl)(Cl)([Cl:23])=O. Product: [Cl:23][C:8]1[C:7]([N+:11]([O-:13])=[O:12])=[CH:6][N:5]=[C:4]([CH:1]2[CH2:3][CH2:2]2)[N:9]=1. The catalyst class is: 4.